This data is from Full USPTO retrosynthesis dataset with 1.9M reactions from patents (1976-2016). The task is: Predict the reactants needed to synthesize the given product. (1) Given the product [CH3:27][N:17]1[C:18]([C:21]2[CH:26]=[CH:25][N:24]=[CH:23][CH:22]=2)=[N:19][N:20]=[C:16]1[O:15][CH:13]([C:10]1[N:11]=[N:12][N:8]([C:4]2[CH:5]=[CH:6][CH:7]=[CH:2][C:3]=2[C:28]#[N:29])[N:9]=1)[CH3:14], predict the reactants needed to synthesize it. The reactants are: I[C:2]1[CH:3]=[C:4]([N:8]2[N:12]=[N:11][C:10]([CH:13]([O:15][C:16]3[N:17]([CH3:27])[C:18]([C:21]4[CH:26]=[CH:25][N:24]=[CH:23][CH:22]=4)=[N:19][N:20]=3)[CH3:14])=[N:9]2)[CH:5]=[CH:6][CH:7]=1.[CH3:28][N:29](C=O)C. (2) Given the product [C:7]1([C@@H:5]([NH2:6])[CH2:4][NH2:14])[CH:12]=[CH:11][CH:10]=[CH:9][CH:8]=1.[NH2:6][C@H:5]([C:7]1[CH:12]=[CH:11][CH:10]=[CH:9][CH:8]=1)[C:4]([NH2:14])=[O:3], predict the reactants needed to synthesize it. The reactants are: Cl.C[O:3][C:4](=O)[C@@H:5]([C:7]1[CH:12]=[CH:11][CH:10]=[CH:9][CH:8]=1)[NH2:6].[NH4+:14].[OH-].